Dataset: Catalyst prediction with 721,799 reactions and 888 catalyst types from USPTO. Task: Predict which catalyst facilitates the given reaction. Reactant: [CH:1]([O:4][C:5]1[N:10]=[C:9]([C:11]2[C:19]3[C:14](=[CH:15][CH:16]=[C:17]([C:20]4[N:24]=[C:23]([NH:25][C:26](=[O:28])[CH3:27])[O:22][N:21]=4)[CH:18]=3)[N:13](S(C3C=CC(C)=CC=3)(=O)=O)[CH:12]=2)[CH:8]=[N:7][CH:6]=1)([CH3:3])[CH3:2].[OH-].[Na+]. Product: [CH:1]([O:4][C:5]1[N:10]=[C:9]([C:11]2[C:19]3[C:14](=[CH:15][CH:16]=[C:17]([C:20]4[N:24]=[C:23]([NH:25][C:26](=[O:28])[CH3:27])[O:22][N:21]=4)[CH:18]=3)[NH:13][CH:12]=2)[CH:8]=[N:7][CH:6]=1)([CH3:3])[CH3:2]. The catalyst class is: 12.